Dataset: Merck oncology drug combination screen with 23,052 pairs across 39 cell lines. Task: Regression. Given two drug SMILES strings and cell line genomic features, predict the synergy score measuring deviation from expected non-interaction effect. (1) Drug 1: NC(=O)c1cccc2cn(-c3ccc(C4CCCNC4)cc3)nc12. Drug 2: Cc1nc(Nc2ncc(C(=O)Nc3c(C)cccc3Cl)s2)cc(N2CCN(CCO)CC2)n1. Cell line: OCUBM. Synergy scores: synergy=-8.18. (2) Drug 1: CCC1(O)CC2CN(CCc3c([nH]c4ccccc34)C(C(=O)OC)(c3cc4c(cc3OC)N(C)C3C(O)(C(=O)OC)C(OC(C)=O)C5(CC)C=CCN6CCC43C65)C2)C1. Drug 2: CC1(c2nc3c(C(N)=O)cccc3[nH]2)CCCN1. Cell line: A2058. Synergy scores: synergy=-6.26. (3) Drug 1: O=S1(=O)NC2(CN1CC(F)(F)F)C1CCC2Cc2cc(C=CCN3CCC(C(F)(F)F)CC3)ccc2C1. Drug 2: COc1cccc2c1C(=O)c1c(O)c3c(c(O)c1C2=O)CC(O)(C(=O)CO)CC3OC1CC(N)C(O)C(C)O1. Cell line: SW620. Synergy scores: synergy=8.24.